From a dataset of Full USPTO retrosynthesis dataset with 1.9M reactions from patents (1976-2016). Predict the reactants needed to synthesize the given product. (1) Given the product [Br:8][C:6]1[CH:7]=[C:2]2[N:1]=[CH:17][N:10]([CH2:11][C:12]([O:14][CH2:15][CH3:16])=[O:13])[C:3]2=[N:4][C:5]=1[CH3:9], predict the reactants needed to synthesize it. The reactants are: [NH2:1][C:2]1[C:3]([NH:10][CH2:11][C:12]([O:14][CH2:15][CH3:16])=[O:13])=[N:4][C:5]([CH3:9])=[C:6]([Br:8])[CH:7]=1.[CH2:17](OC(OCC)OCC)C.O. (2) Given the product [F:18][C:19]1[CH:20]=[CH:21][C:22]([N:25]2[CH:29]=[C:28]([C@H:30]([NH:32][C:2]3[N:7]=[C:6]([N:8]4[C@@H:12]([CH:13]([CH3:15])[CH3:14])[CH2:11][O:10][C:9]4=[O:16])[CH:5]=[CH:4][N:3]=3)[CH3:31])[CH:27]=[N:26]2)=[CH:23][CH:24]=1.[F:18][C:19]1[CH:20]=[CH:21][C:22]([N:25]2[CH:29]=[C:28]([C@@H:30]([NH:32][C:2]3[N:7]=[C:6]([N:8]4[C@@H:12]([CH:13]([CH3:15])[CH3:14])[CH2:11][O:10][C:9]4=[O:16])[CH:5]=[CH:4][N:3]=3)[CH3:31])[CH:27]=[N:26]2)=[CH:23][CH:24]=1, predict the reactants needed to synthesize it. The reactants are: Cl[C:2]1[N:7]=[C:6]([N:8]2[C@@H:12]([CH:13]([CH3:15])[CH3:14])[CH2:11][O:10][C:9]2=[O:16])[CH:5]=[CH:4][N:3]=1.Cl.[F:18][C:19]1[CH:24]=[CH:23][C:22]([N:25]2[CH:29]=[C:28]([CH:30]([NH2:32])[CH3:31])[CH:27]=[N:26]2)=[CH:21][CH:20]=1.CCN(C(C)C)C(C)C. (3) Given the product [C:22]([O:21][C:17](=[O:20])/[CH:18]=[CH:19]/[C:2]1[CH:3]=[N:4][C:5]2[NH:14][C:13](=[O:15])[C@H:12]3[N:8]([CH2:9][CH2:10][CH2:11]3)[CH2:7][C:6]=2[CH:16]=1)([CH3:25])([CH3:24])[CH3:23], predict the reactants needed to synthesize it. The reactants are: Br[C:2]1[CH:3]=[N:4][C:5]2[NH:14][C:13](=[O:15])[C@H:12]3[N:8]([CH2:9][CH2:10][CH2:11]3)[CH2:7][C:6]=2[CH:16]=1.[C:17]([O:21][C:22]([CH3:25])([CH3:24])[CH3:23])(=[O:20])[CH:18]=[CH2:19].C(N(C(C)C)C(C)C)C.CC1C=CC=CC=1P(C1C=CC=CC=1C)C1C=CC=CC=1C. (4) Given the product [C:71]([OH:78])(=[O:77])/[CH:72]=[CH:73]\[C:74]([OH:76])=[O:75].[Cl:1][C:2]1[CH:3]=[C:4]([CH:27]=[CH:28][C:29]=1[Cl:30])[C:5]([NH:7][C:8]1[CH:13]=[N:12][C:11]([O:14][C:15]2[CH:65]=[CH:66][C:67]([N:68]([CH2:69][C:74]([N:45]3[CH2:46][CH2:47][N:42]([CH2:41][C:39]4[CH:38]=[CH:37][C:36]5[O:31][CH2:32][CH2:33][O:34][C:35]=5[CH:40]=4)[CH2:43][CH2:44]3)=[O:75])[CH3:70])=[CH:17][CH:16]=2)=[CH:10][CH:9]=1)=[O:6], predict the reactants needed to synthesize it. The reactants are: [Cl:1][C:2]1[CH:3]=[C:4]([CH:27]=[CH:28][C:29]=1[Cl:30])[C:5]([NH:7][C:8]1[CH:9]=[CH:10][C:11]([O:14][C:15]2C=CC(CNCC(O)=O)=[CH:17][CH:16]=2)=[N:12][CH:13]=1)=[O:6].[O:31]1[C:36]2[CH:37]=[CH:38][C:39]([CH2:41][N:42]3[CH2:47][CH2:46][NH:45][CH2:44][CH2:43]3)=[CH:40][C:35]=2[O:34][CH2:33][CH2:32]1.O.ON1C2C=CC=CC=2N=N1.Cl.C(N=C=N[CH2:65][CH2:66][CH2:67][N:68]([CH3:70])[CH3:69])C.[C:71]([OH:78])(=[O:77])/[CH:72]=[CH:73]\[C:74]([OH:76])=[O:75]. (5) The reactants are: Cl.[CH2:2]([O:4][C:5]([C:7]1[N:8]([C:39]2[CH:44]=[CH:43][C:42]([O:45][CH:46]([CH3:48])[CH3:47])=[CH:41][CH:40]=2)[C:9]2[C:14]([C:15]=1[N:16]([C:24](=[O:26])[CH3:25])C(OC(C)(C)C)=O)=[CH:13][C:12]([O:27][C:28]1[CH:33]=[CH:32][C:31]([O:34][C:35]([F:38])([F:37])[F:36])=[CH:30][CH:29]=1)=[CH:11][CH:10]=2)=[O:6])[CH3:3]. Given the product [CH2:2]([O:4][C:5]([C:7]1[N:8]([C:39]2[CH:40]=[CH:41][C:42]([O:45][CH:46]([CH3:47])[CH3:48])=[CH:43][CH:44]=2)[C:9]2[C:14]([C:15]=1[NH:16][C:24](=[O:26])[CH3:25])=[CH:13][C:12]([O:27][C:28]1[CH:29]=[CH:30][C:31]([O:34][C:35]([F:37])([F:38])[F:36])=[CH:32][CH:33]=1)=[CH:11][CH:10]=2)=[O:6])[CH3:3], predict the reactants needed to synthesize it.